Dataset: Full USPTO retrosynthesis dataset with 1.9M reactions from patents (1976-2016). Task: Predict the reactants needed to synthesize the given product. (1) Given the product [CH3:1][O:2][C:3]([C:5]1[C:6]([CH:19]2[CH2:21][CH2:20]2)=[N:7][C:8]([N:12]2[CH2:17][CH2:16][O:15][CH2:14][CH2:13]2)=[CH:9][C:10]=1[CH3:11])=[O:4], predict the reactants needed to synthesize it. The reactants are: [CH3:1][O:2][C:3]([C:5]1[C:6](Cl)=[N:7][C:8]([N:12]2[CH2:17][CH2:16][O:15][CH2:14][CH2:13]2)=[CH:9][C:10]=1[CH3:11])=[O:4].[CH:19]1(B(O)O)[CH2:21][CH2:20]1.[O-]P([O-])([O-])=O.[K+].[K+].[K+].C1(P(C2CCCCC2)C2CCCCC2)CCCCC1. (2) Given the product [CH:8]([C:3]1[CH:4]=[N:5][CH:6]=[CH:7][C:2]=1[C:7]1[CH:2]=[C:3]([CH:8]=[CH:22][CH:23]=1)[C:4]#[N:5])=[O:9], predict the reactants needed to synthesize it. The reactants are: Br[C:2]1[CH:7]=[CH:6][N:5]=[CH:4][C:3]=1[CH:8]=[O:9].P([O-])([O-])([O-])=O.[K+].[K+].[K+].O1[CH2:23][CH2:22]OCC1. (3) Given the product [NH2:14][C:15]1[C:24]([Cl:25])=[CH:19][C:20]([Cl:26])=[CH:21][N+:17]=1[O-:5], predict the reactants needed to synthesize it. The reactants are: C1(=O)OC(=[O:5])C2=CC=CC=C12.OO.[NH2:14][C:15]([NH2:17])=O.N[C:19]1[C:24]([Cl:25])=CN=[CH:21][C:20]=1[Cl:26].S([O-])([O-])=O.[Na+].[Na+]. (4) The reactants are: [CH3:1][N:2]1[CH2:15][CH2:14][C:5]2[NH:6][C:7]3[C:8]([CH3:13])=[CH:9][CH:10]=[CH:11][C:12]=3[C:4]=2[CH2:3]1.[OH-:16].[K+].[F:18][C:19]([F:29])([F:28])[C:20]1C=CC(C=C)=CN=1.[OH2:30]. Given the product [CH3:1][N:2]1[CH2:15][CH2:14][C:5]2[NH:6][C:7]3[C:8]([CH3:13])=[CH:9][CH:10]=[CH:11][C:12]=3[C:4]=2[CH2:3]1.[C:20]([OH:30])([C:19]([F:29])([F:28])[F:18])=[O:16], predict the reactants needed to synthesize it. (5) Given the product [O:25]1[CH2:26][CH2:27][N:22]([C:2]2[C:3]([C:16]3[CH:21]=[CH:20][CH:19]=[CH:18][CH:17]=3)=[N:4][C:5]3[C:10]([N:11]=2)=[CH:9][C:8]([C:12]([O:14][CH3:15])=[O:13])=[CH:7][CH:6]=3)[CH2:23][CH2:24]1, predict the reactants needed to synthesize it. The reactants are: Br[C:2]1[C:3]([C:16]2[CH:21]=[CH:20][CH:19]=[CH:18][CH:17]=2)=[N:4][C:5]2[C:10]([N:11]=1)=[CH:9][C:8]([C:12]([O:14][CH3:15])=[O:13])=[CH:7][CH:6]=2.[NH:22]1[CH2:27][CH2:26][O:25][CH2:24][CH2:23]1.CCN(C(C)C)C(C)C. (6) The reactants are: [F:1][C:2]([F:14])([F:13])[C:3]1[CH:4]=[CH:5][C:6]([I:12])=[C:7]([CH:11]=1)[C:8](O)=[O:9].O. Given the product [F:13][C:2]([F:1])([F:14])[C:3]1[CH:4]=[CH:5][C:6]([I:12])=[C:7]([CH:11]=1)[CH2:8][OH:9], predict the reactants needed to synthesize it.